Dataset: Forward reaction prediction with 1.9M reactions from USPTO patents (1976-2016). Task: Predict the product of the given reaction. Given the reactants FC(F)(F)C(O)=O.[NH2:8][CH2:9][C:10]1[CH:34]=[C:33]([F:35])[CH:32]=[CH:31][C:11]=1[CH2:12][O:13][C:14]1[CH:19]=[C:18]([CH3:20])[N:17]([C:21]2[C:26]([F:27])=[CH:25][CH:24]=[CH:23][C:22]=2[F:28])[C:16](=[O:29])[C:15]=1[Br:30].C(N(CC)CC)C.C([O:46][CH2:47][C:48](Cl)=[O:49])(=O)C, predict the reaction product. The product is: [Br:30][C:15]1[C:16](=[O:29])[N:17]([C:21]2[C:22]([F:28])=[CH:23][CH:24]=[CH:25][C:26]=2[F:27])[C:18]([CH3:20])=[CH:19][C:14]=1[O:13][CH2:12][C:11]1[CH:31]=[CH:32][C:33]([F:35])=[CH:34][C:10]=1[CH2:9][NH:8][C:47](=[O:46])[CH2:48][OH:49].